Task: Predict the product of the given reaction.. Dataset: Forward reaction prediction with 1.9M reactions from USPTO patents (1976-2016) (1) Given the reactants [CH:1](=O)[CH2:2][CH2:3][CH2:4][CH2:5][CH2:6][CH:7]=[CH2:8].S(O)(O)(=O)=O.[NH2:15]O.[OH-].[Na+].C(OC(=O)C)(=O)C, predict the reaction product. The product is: [C:1](#[N:15])[CH2:2][CH2:3][CH2:4][CH2:5][CH2:6][CH:7]=[CH2:8]. (2) Given the reactants [Br:1][C:2]1[CH:10]=[N:9][CH:8]=[CH:7][C:3]=1/[CH:4]=[N:5]\O.C(N(CC)CC)C.O=P(Cl)(Cl)Cl, predict the reaction product. The product is: [Br:1][C:2]1[CH:10]=[N:9][CH:8]=[CH:7][C:3]=1[C:4]#[N:5].